This data is from Peptide-MHC class II binding affinity with 134,281 pairs from IEDB. The task is: Regression. Given a peptide amino acid sequence and an MHC pseudo amino acid sequence, predict their binding affinity value. This is MHC class II binding data. The peptide sequence is AELMILIATNLLGQN. The MHC is DRB5_0101 with pseudo-sequence DRB5_0101. The binding affinity (normalized) is 0.189.